Dataset: Peptide-MHC class II binding affinity with 134,281 pairs from IEDB. Task: Regression. Given a peptide amino acid sequence and an MHC pseudo amino acid sequence, predict their binding affinity value. This is MHC class II binding data. (1) The peptide sequence is IFKISKTVSEGAVDI. The MHC is DRB1_1302 with pseudo-sequence DRB1_1302. The binding affinity (normalized) is 0.142. (2) The peptide sequence is KGSNPNYLALLVKFV. The MHC is DRB1_0701 with pseudo-sequence DRB1_0701. The binding affinity (normalized) is 0.567.